This data is from Reaction yield outcomes from USPTO patents with 853,638 reactions. The task is: Predict the reaction yield, written as a fraction of the theoretical maximum amount of product (1.0 means a 100% yield; for example, 0.34 means a 34% yield). (1) The reactants are CN(C)CCN.Cl.[Cl:8][C:9]1[CH:14]=[CH:13][C:12]([O:15][NH2:16])=[CH:11][CH:10]=1.C(O)(=O)C.[C:21]([C:29]1[CH:34]=[C:33]([Cl:35])[CH:32]=[CH:31][C:30]=1[NH:36][S:37]([C:40]([F:43])([F:42])[F:41])(=[O:39])=[O:38])(=O)[C:22]1[CH:27]=[CH:26][CH:25]=[CH:24][CH:23]=1. The product is [Cl:35][C:33]1[CH:32]=[CH:31][C:30]([NH:36][S:37]([C:40]([F:43])([F:41])[F:42])(=[O:39])=[O:38])=[C:29]([C:21](=[N:16][O:15][C:12]2[CH:13]=[CH:14][C:9]([Cl:8])=[CH:10][CH:11]=2)[C:22]2[CH:23]=[CH:24][CH:25]=[CH:26][CH:27]=2)[CH:34]=1. The yield is 0.610. The catalyst is CCO. (2) The reactants are [Cl:1][C:2]1[C:3]([CH2:8][NH:9][C:10]([C@H:12]2[CH2:17][N:16]3[C:18](=[O:21])[O:19][CH2:20][C@@H:15]3[CH2:14][CH2:13]2)=O)=[N:4][CH:5]=[CH:6][N:7]=1.O=P(Cl)(Cl)Cl.C([O-])(O)=O.[Na+]. The catalyst is CC#N. The product is [Cl:1][C:2]1[C:3]2[N:4]([C:10]([C@@H:12]3[CH2:17][N:16]4[C:18](=[O:21])[O:19][CH2:20][C@H:15]4[CH2:14][CH2:13]3)=[N:9][CH:8]=2)[CH:5]=[CH:6][N:7]=1. The yield is 0.880. (3) The reactants are [NH2:1][CH2:2][C:3]([OH:5])=[O:4].C[N+](C)(C)C.[OH-].[C:12](#[N:15])[CH:13]=[CH2:14].Cl. The catalyst is O. The product is [C:12]([CH2:13][CH2:14][NH:1][CH2:2][C:3]([OH:5])=[O:4])#[N:15]. The yield is 0.696. (4) The reactants are [CH3:1][O:2][C:3]1[CH:4]=[C:5]2[C:10](=[CH:11][CH:12]=1)[C:9]([O:13][C:14]1[CH:19]=[CH:18][C:17](/[CH:20]=[CH:21]/[C:22]([O:24]CC)=[O:23])=[CH:16][CH:15]=1)=[C:8]([C:27]1[CH:32]=[CH:31][CH:30]=[CH:29][CH:28]=1)[C:7]([CH2:33][CH2:34][CH3:35])=[CH:6]2.[OH-].[Na+]. The catalyst is C1COCC1.CCO. The product is [CH3:1][O:2][C:3]1[CH:4]=[C:5]2[C:10](=[CH:11][CH:12]=1)[C:9]([O:13][C:14]1[CH:15]=[CH:16][C:17](/[CH:20]=[CH:21]/[C:22]([OH:24])=[O:23])=[CH:18][CH:19]=1)=[C:8]([C:27]1[CH:32]=[CH:31][CH:30]=[CH:29][CH:28]=1)[C:7]([CH2:33][CH2:34][CH3:35])=[CH:6]2. The yield is 0.900. (5) The reactants are C(N(CC)CC)C.[S:8]([O:15]S(C(F)(F)F)(=O)=O)([C:11]([F:14])([F:13])[F:12])(=[O:10])=[O:9].[Cl:23][CH2:24][C@H:25]1[C:33]2[C:32]3[CH:34]=[CH:35][CH:36]=[CH:37][C:31]=3[C:30](O)=[CH:29][C:28]=2[N:27]([C:39]([O:41][C:42]([CH3:45])([CH3:44])[CH3:43])=[O:40])[CH2:26]1. The catalyst is C(Cl)Cl.O. The product is [Cl:23][CH2:24][C@H:25]1[C:33]2[C:32]3[CH:34]=[CH:35][CH:36]=[CH:37][C:31]=3[C:30]([O:15][S:8]([C:11]([F:14])([F:13])[F:12])(=[O:10])=[O:9])=[CH:29][C:28]=2[N:27]([C:39]([O:41][C:42]([CH3:45])([CH3:44])[CH3:43])=[O:40])[CH2:26]1. The yield is 0.930. (6) The reactants are [NH2:1][C@H:2]1[CH2:7][CH2:6][C@H:5]([NH:8][C:9](=[O:15])[O:10][C:11]([CH3:14])([CH3:13])[CH3:12])[CH2:4][CH2:3]1.Br[CH2:17][CH2:18][O:19][CH2:20][CH2:21]Br.C(N(CC)CC)C. The catalyst is CN(C)C=O. The product is [N:1]1([C@H:2]2[CH2:7][CH2:6][C@H:5]([NH:8][C:9](=[O:15])[O:10][C:11]([CH3:12])([CH3:14])[CH3:13])[CH2:4][CH2:3]2)[CH2:21][CH2:20][O:19][CH2:18][CH2:17]1. The yield is 0.700.